Dataset: Forward reaction prediction with 1.9M reactions from USPTO patents (1976-2016). Task: Predict the product of the given reaction. (1) Given the reactants [NH:1]1[CH2:6][CH2:5][C:4](=O)[CH2:3][C:2]1=[O:8].[Br:9][C:10]1[CH:11]=[C:12]([CH:15]=[CH:16][C:17]=1[F:18])[CH:13]=O.[CH3:19][O:20][C:21](=[O:26])/[CH:22]=[C:23](\[NH2:25])/[CH3:24], predict the reaction product. The product is: [Br:9][C:10]1[CH:11]=[C:12]([CH:13]2[C:3]3[C:2](=[O:8])[NH:1][CH2:6][CH2:5][C:4]=3[NH:25][C:23]([CH3:24])=[C:22]2[C:21]([O:20][CH3:19])=[O:26])[CH:15]=[CH:16][C:17]=1[F:18]. (2) Given the reactants Cl[C:2]1[C:7]([C:8]([F:11])([F:10])[F:9])=[CH:6][CH:5]=[CH:4][N:3]=1.[C:12](=[O:15])([O-])[O-:13].[K+].[K+].O.[C:19](#N)[CH3:20], predict the reaction product. The product is: [F:9][C:8]([F:11])([F:10])[C:7]1[C:2]([C:20]2[CH:19]=[CH:7][C:6]([C:12]([OH:13])=[O:15])=[CH:5][CH:4]=2)=[N:3][CH:4]=[CH:5][CH:6]=1. (3) Given the reactants [OH:1][CH:2]([C:13]1[O:14][C:15]([CH3:18])=[N:16][N:17]=1)[C@@H:3]([NH:5]C(=O)OC(C)(C)C)[CH3:4].[C:19]([OH:25])([C:21]([F:24])([F:23])[F:22])=[O:20], predict the reaction product. The product is: [NH2:5][C@@H:3]([CH3:4])[CH:2]([C:13]1[O:14][C:15]([CH3:18])=[N:16][N:17]=1)[OH:1].[F:22][C:21]([F:24])([F:23])[C:19]([O-:25])=[O:20]. (4) Given the reactants Br[C:2]1[CH:3]=[C:4]([F:16])[CH:5]=[C:6]2[C:10]=1[N:9]([CH3:11])[C:8]([C:12]([NH2:14])=[O:13])=[C:7]2[CH3:15].[F:17][C:18]1[CH:23]=[C:22]([F:24])[CH:21]=[CH:20][C:19]=1B(O)O, predict the reaction product. The product is: [F:17][C:18]1[CH:23]=[C:22]([F:24])[CH:21]=[CH:20][C:19]=1[C:2]1[CH:3]=[C:4]([F:16])[CH:5]=[C:6]2[C:10]=1[N:9]([CH3:11])[C:8]([C:12]([NH2:14])=[O:13])=[C:7]2[CH3:15]. (5) Given the reactants [Br:1][C:2]1[CH:14]=[CH:13][C:5]2[C:6]([CH3:12])=[C:7]([C:9]([OH:11])=[O:10])[O:8][C:4]=2[CH:3]=1.O=S(Cl)Cl.[CH3:19]O, predict the reaction product. The product is: [Br:1][C:2]1[CH:14]=[CH:13][C:5]2[C:6]([CH3:12])=[C:7]([C:9]([O:11][CH3:19])=[O:10])[O:8][C:4]=2[CH:3]=1. (6) Given the reactants [OH:1][C:2]1[CH:7]=[CH:6][C:5]([CH2:8][CH2:9][CH2:10][C:11]2[N:12]([CH3:17])[C:13](=[O:16])[NH:14][N:15]=2)=[CH:4][CH:3]=1.[O:18]([C:25]1[CH:26]=[C:27]([CH:30]=[CH:31][CH:32]=1)[CH2:28]Cl)[C:19]1[CH:24]=[CH:23][CH:22]=[CH:21][CH:20]=1.[C:33](=[O:36])([O-])[O-].[K+].[K+], predict the reaction product. The product is: [CH3:17][N:12]1[C:11]([CH2:10][CH2:9][CH2:8][C:5]2[CH:4]=[CH:3][C:2]([O:1][CH2:28][C:27]3[CH:30]=[CH:31][CH:32]=[C:25]([O:18][C:19]4[CH:24]=[CH:23][CH:22]=[CH:21][CH:20]=4)[CH:26]=3)=[CH:7][CH:6]=2)=[N:15][N:14]([CH2:28][C:27]2[CH:26]=[CH:25][CH:32]=[C:31]([O:36][C:33]3[CH:21]=[CH:20][CH:19]=[CH:24][CH:23]=3)[CH:30]=2)[C:13]1=[O:16]. (7) Given the reactants [Cl:1][C:2]1[C:3]([C:21]2[S:25][C:24]3[CH:26]=[CH:27][CH:28]=[C:29]([C:30](=[O:35])[NH:31][CH:32]4[CH2:34][CH2:33]4)[C:23]=3[CH:22]=2)=[N:4][C:5]([NH:8][CH2:9][CH2:10][CH2:11][NH:12][C:13]([CH:15]2[CH2:20][CH2:19][NH:18][CH2:17][CH2:16]2)=[O:14])=[N:6][CH:7]=1.C=O.[C:38](O[BH-](OC(=O)C)OC(=O)C)(=O)C.[Na+], predict the reaction product. The product is: [Cl:1][C:2]1[C:3]([C:21]2[S:25][C:24]3[CH:26]=[CH:27][CH:28]=[C:29]([C:30](=[O:35])[NH:31][CH:32]4[CH2:34][CH2:33]4)[C:23]=3[CH:22]=2)=[N:4][C:5]([NH:8][CH2:9][CH2:10][CH2:11][NH:12][C:13]([CH:15]2[CH2:16][CH2:17][N:18]([CH3:38])[CH2:19][CH2:20]2)=[O:14])=[N:6][CH:7]=1. (8) Given the reactants [Cl:1][C:2]1[CH:10]=[CH:9][C:8]([OH:11])=[CH:7][C:3]=1[C:4]([NH2:6])=[O:5].C1(P(C2C=CC=CC=2)C2C=CC=CC=2)C=CC=CC=1.[Br:31][CH2:32][CH2:33]O.N(C(OC(C)(C)C)=O)=NC(OC(C)(C)C)=O, predict the reaction product. The product is: [Br:31][CH2:32][CH2:33][O:11][C:8]1[CH:9]=[CH:10][C:2]([Cl:1])=[C:3]([CH:7]=1)[C:4]([NH2:6])=[O:5]. (9) Given the reactants [CH2:1]([C:3]1[CH:8]=[C:7]([C:9]2[S:10][C:11]([CH3:17])=[C:12]([CH2:14][CH2:15][OH:16])[N:13]=2)[CH:6]=[CH:5][N:4]=1)[CH3:2].[CH3:18][S:19](Cl)(=[O:21])=[O:20], predict the reaction product. The product is: [CH3:18][S:19]([O:16][CH2:15][CH2:14][C:12]1[N:13]=[C:9]([C:7]2[CH:6]=[CH:5][N:4]=[C:3]([CH2:1][CH3:2])[CH:8]=2)[S:10][C:11]=1[CH3:17])(=[O:21])=[O:20]. (10) Given the reactants C[O:2][C:3]([C@H:5]1[CH2:10][CH2:9][C@H:8]([O:11][C:12]2[CH:21]=[CH:20][C:19]3[C:14](=[CH:15][CH:16]=[CH:17][CH:18]=3)[CH:13]=2)[CH2:7][CH2:6]1)=O.O.[NH2:23][NH2:24], predict the reaction product. The product is: [CH:13]1[C:14]2[C:19](=[CH:18][CH:17]=[CH:16][CH:15]=2)[CH:20]=[CH:21][C:12]=1[O:11][C@H:8]1[CH2:9][CH2:10][C@H:5]([C:3]([NH:23][NH2:24])=[O:2])[CH2:6][CH2:7]1.